This data is from Reaction yield outcomes from USPTO patents with 853,638 reactions. The task is: Predict the reaction yield, written as a fraction of the theoretical maximum amount of product (1.0 means a 100% yield; for example, 0.34 means a 34% yield). (1) The reactants are [I:1][C:2]1[CH:10]=[CH:9][C:5]([C:6]([OH:8])=O)=[CH:4][C:3]=1[O:11][CH3:12].C([N:15](C(C)C)C(C)C)C.CN(C(ON1N=NC2C=CC=CC1=2)=[N+](C)C)C.[B-](F)(F)(F)F.[CH3:44][N:45]1[CH2:50][CH2:49][CH:48](N)[CH2:47][CH2:46]1. The catalyst is CN(C)C=O.O. The product is [I:1][C:2]1[CH:10]=[CH:9][C:5]([C:6]([NH:15][CH:46]2[CH2:47][CH2:48][CH2:49][CH2:50][N:45]2[CH3:44])=[O:8])=[CH:4][C:3]=1[O:11][CH3:12]. The yield is 0.710. (2) The reactants are [CH:1]1([C:6]2[NH:14][C:13]3[C:12]([NH:15][C@@H:16]([CH2:19][C:20]4[CH:25]=[CH:24][N:23]=[CH:22][CH:21]=4)[CH2:17]O)=[N:11][C:10](=[O:26])[N:9]([CH2:27][CH2:28][CH3:29])[C:8]=3[N:7]=2)[CH2:5][CH2:4][CH2:3][CH2:2]1.S(Cl)(Cl)=O. No catalyst specified. The product is [CH:1]1([C:6]2[NH:14][C:13]3[C:12]4=[N:15][C@@H:16]([CH2:19][C:20]5[CH:25]=[CH:24][N:23]=[CH:22][CH:21]=5)[CH2:17][N:11]4[C:10](=[O:26])[N:9]([CH2:27][CH2:28][CH3:29])[C:8]=3[N:7]=2)[CH2:2][CH2:3][CH2:4][CH2:5]1. The yield is 0.560. (3) The reactants are C1(P(C2C=CC=CC=2)C2C=CC=CC=2)C=CC=CC=1.CC(OC(/N=N/C(OC(C)C)=O)=O)C.[C:34]([O:38][C:39]([N:41]1[CH2:46][CH2:45][CH:44]([OH:47])[CH2:43][CH2:42]1)=[O:40])([CH3:37])([CH3:36])[CH3:35].[Cl:48][C:49]1[CH:54]=[CH:53][C:52](O)=[CH:51][CH:50]=1. The catalyst is C1COCC1. The product is [C:34]([O:38][C:39]([N:41]1[CH2:46][CH2:45][CH:44]([O:47][C:52]2[CH:53]=[CH:54][C:49]([Cl:48])=[CH:50][CH:51]=2)[CH2:43][CH2:42]1)=[O:40])([CH3:37])([CH3:35])[CH3:36]. The yield is 0.580. (4) The reactants are Cl[C:2]1[N:10]=[CH:9][N:8]=[C:7]2[C:3]=1[N:4]=[CH:5][N:6]2[CH2:11][N:12]1[CH2:16][CH:15]([CH2:17][CH2:18][CH3:19])[CH2:14][C:13]1=[O:20].[CH:21]1([NH2:24])[CH2:23][CH2:22]1.C([O-])(O)=O.[Na+]. The catalyst is C1COCC1. The product is [CH:21]1([NH:24][C:2]2[N:10]=[CH:9][N:8]=[C:7]3[C:3]=2[N:4]=[CH:5][N:6]3[CH2:11][N:12]2[CH2:16][CH:15]([CH2:17][CH2:18][CH3:19])[CH2:14][C:13]2=[O:20])[CH2:23][CH2:22]1. The yield is 0.540. (5) The reactants are [N+:1]([C:4]1[CH:12]=[C:11]2[C:7]([CH:8]=[N:9][NH:10]2)=[CH:6][CH:5]=1)([O-:3])=[O:2].[H-].[Na+].I[CH3:16]. The catalyst is CN(C)C=O. The product is [CH3:16][N:10]1[C:11]2[C:7](=[CH:6][CH:5]=[C:4]([N+:1]([O-:3])=[O:2])[CH:12]=2)[CH:8]=[N:9]1. The yield is 0.620.